This data is from Peptide-MHC class II binding affinity with 134,281 pairs from IEDB. The task is: Regression. Given a peptide amino acid sequence and an MHC pseudo amino acid sequence, predict their binding affinity value. This is MHC class II binding data. The peptide sequence is PELGMNASHCNEMSW. The MHC is HLA-DQA10301-DQB10302 with pseudo-sequence HLA-DQA10301-DQB10302. The binding affinity (normalized) is 0.128.